Dataset: Forward reaction prediction with 1.9M reactions from USPTO patents (1976-2016). Task: Predict the product of the given reaction. Given the reactants [N+:1]([C:4]1[C:13]2[C:8](=[CH:9][CH:10]=[CH:11][CH:12]=2)[C:7]([O:14][C:15]2[CH:20]=[CH:19][N:18]=[C:17]([NH2:21])[CH:16]=2)=[CH:6][CH:5]=1)([O-])=O.C(Cl)Cl.C(O)(=O)C.[H][H], predict the reaction product. The product is: [NH2:1][C:4]1[C:13]2[C:8](=[CH:9][CH:10]=[CH:11][CH:12]=2)[C:7]([O:14][C:15]2[CH:20]=[CH:19][N:18]=[C:17]([NH2:21])[CH:16]=2)=[CH:6][CH:5]=1.